Dataset: Catalyst prediction with 721,799 reactions and 888 catalyst types from USPTO. Task: Predict which catalyst facilitates the given reaction. (1) Reactant: C(N(CC)CC)C.[C:16](O[C:16]([O:18][C:19]([CH3:22])([CH3:21])[CH3:20])=[O:17])([O:18][C:19]([CH3:22])([CH3:21])[CH3:20])=[O:17].Cl.[CH3:24][C:25]1[CH:42]=[CH:41][C:28]([C:29]([NH:31][CH2:32][CH:33]([C:35]2[CH:40]=[CH:39][CH:38]=[CH:37][CH:36]=2)[NH2:34])=[O:30])=[CH:27][CH:26]=1. Product: [C:19]([O:18][C:16]([NH:34][CH:33]([C:35]1[CH:40]=[CH:39][CH:38]=[CH:37][CH:36]=1)[CH2:32][NH:31][C:29](=[O:30])[C:28]1[CH:41]=[CH:42][C:25]([CH3:24])=[CH:26][CH:27]=1)=[O:17])([CH3:20])([CH3:21])[CH3:22]. The catalyst class is: 4. (2) Reactant: [N:1]([CH2:4][CH2:5][CH2:6][C:7]1([C:25]2[CH:30]=[CH:29][CH:28]=[CH:27][CH:26]=2)[N:11]([C:12]2[S:13][CH:14]=[N:15][N:16]=2)[N:10]=[C:9]([C:17]2[CH:22]=[C:21]([F:23])[CH:20]=[CH:19][C:18]=2[F:24])[S:8]1)=[N+:2]=[N-:3].[Br:31]N1C(=O)CCC1=O. Product: [N:1]([CH2:4][CH2:5][CH2:6][C:7]1([C:25]2[CH:30]=[CH:29][CH:28]=[CH:27][CH:26]=2)[N:11]([C:12]2[S:13][C:14]([Br:31])=[N:15][N:16]=2)[N:10]=[C:9]([C:17]2[CH:22]=[C:21]([F:23])[CH:20]=[CH:19][C:18]=2[F:24])[S:8]1)=[N+:2]=[N-:3]. The catalyst class is: 10. (3) Reactant: C(OC([N:8]1[CH2:13][CH2:12][N:11]([CH2:14][CH2:15][O:16][C:17]2[CH:22]=[CH:21][C:20]([C:23]([O:25][CH3:26])=[O:24])=[CH:19][C:18]=2[CH3:27])[CH2:10][CH2:9]1)=O)(C)(C)C.[ClH:28]. Product: [ClH:28].[ClH:28].[CH3:26][O:25][C:23](=[O:24])[C:20]1[CH:21]=[CH:22][C:17]([O:16][CH2:15][CH2:14][N:11]2[CH2:12][CH2:13][NH:8][CH2:9][CH2:10]2)=[C:18]([CH3:27])[CH:19]=1. The catalyst class is: 12. (4) Reactant: [OH:1][CH2:2][CH2:3][O:4][CH2:5][CH2:6][Cl:7].[CH2:8]([N:10]([CH3:12])[CH3:11])[CH3:9].[OH-].[Na+]. Product: [Cl-:7].[CH2:8]([N+:10]([CH2:6][CH2:5][O:4][CH2:3][CH2:2][OH:1])([CH3:12])[CH3:11])[CH3:9]. The catalyst class is: 6. (5) Reactant: [S:1]1[C:5]2[CH:6]=[C:7]([NH:10][C:11]3[N:16]=[CH:15][C:14]([C:17]4[S:18][CH:19]=[C:20]([C:22]([O:24]CC)=O)[N:21]=4)=[C:13]([NH:27][CH:28]([CH3:30])[CH3:29])[CH:12]=3)[CH:8]=[CH:9][C:4]=2[N:3]=[CH:2]1.[NH3:31]. Product: [S:1]1[C:5]2[CH:6]=[C:7]([NH:10][C:11]3[N:16]=[CH:15][C:14]([C:17]4[S:18][CH:19]=[C:20]([C:22]([NH2:31])=[O:24])[N:21]=4)=[C:13]([NH:27][CH:28]([CH3:29])[CH3:30])[CH:12]=3)[CH:8]=[CH:9][C:4]=2[N:3]=[CH:2]1. The catalyst class is: 5. (6) Reactant: [C:1]([NH:8][C@H:9]1[CH2:14][CH2:13][C@H:12]([NH2:15])[CH2:11][CH2:10]1)([O:3][C:4]([CH3:7])([CH3:6])[CH3:5])=[O:2].[CH3:16][S:17](Cl)(=[O:19])=[O:18]. Product: [CH3:16][S:17]([NH:15][CH:12]1[CH2:11][CH2:10][CH:9]([NH:8][C:1](=[O:2])[O:3][C:4]([CH3:7])([CH3:6])[CH3:5])[CH2:14][CH2:13]1)(=[O:19])=[O:18]. The catalyst class is: 2.